This data is from NCI-60 drug combinations with 297,098 pairs across 59 cell lines. The task is: Regression. Given two drug SMILES strings and cell line genomic features, predict the synergy score measuring deviation from expected non-interaction effect. (1) Drug 1: CN(C)N=NC1=C(NC=N1)C(=O)N. Drug 2: CC1C(C(CC(O1)OC2CC(CC3=C2C(=C4C(=C3O)C(=O)C5=CC=CC=C5C4=O)O)(C(=O)C)O)N)O. Cell line: NCIH23. Synergy scores: CSS=32.8, Synergy_ZIP=0.201, Synergy_Bliss=-3.26, Synergy_Loewe=-36.0, Synergy_HSA=-3.11. (2) Drug 1: C1=CC(=CC=C1C#N)C(C2=CC=C(C=C2)C#N)N3C=NC=N3. Drug 2: CCCCCOC(=O)NC1=NC(=O)N(C=C1F)C2C(C(C(O2)C)O)O. Cell line: SF-295. Synergy scores: CSS=4.93, Synergy_ZIP=3.53, Synergy_Bliss=11.8, Synergy_Loewe=1.70, Synergy_HSA=1.81.